This data is from Catalyst prediction with 721,799 reactions and 888 catalyst types from USPTO. The task is: Predict which catalyst facilitates the given reaction. (1) Reactant: [OH:1][NH:2][C:3]([C:5]1[CH:10]=[CH:9][C:8]([CH2:11][NH:12][C:13]([CH2:15][N:16]([CH2:33][C:34](=[O:48])[NH:35][CH2:36][C:37]2[CH:42]=[CH:41][C:40]([C:43](=[O:46])[NH:44][OH:45])=[C:39]([OH:47])[CH:38]=2)[C:17](=[O:32])[CH2:18][CH2:19][CH2:20][C:21]([NH:23][NH:24]C(OC(C)(C)C)=O)=[O:22])=[O:14])=[CH:7][C:6]=1[OH:49])=[O:4].FC(F)(F)C(O)=O. Product: [OH:45][NH:44][C:43]([C:40]1[CH:41]=[CH:42][C:37]([CH2:36][NH:35][C:34]([CH2:33][N:16]([CH2:15][C:13](=[O:14])[NH:12][CH2:11][C:8]2[CH:9]=[CH:10][C:5]([C:3](=[O:4])[NH:2][OH:1])=[C:6]([OH:49])[CH:7]=2)[C:17](=[O:32])[CH2:18][CH2:19][CH2:20][C:21]([NH:23][NH2:24])=[O:22])=[O:48])=[CH:38][C:39]=1[OH:47])=[O:46]. The catalyst class is: 68. (2) Reactant: [CH3:1][C:2]1[CH:8]=[C:7]([N+:9]([O-:11])=[O:10])[CH:6]=[CH:5][C:3]=1[NH2:4].[C:12](Cl)(Cl)=[O:13]. Product: [CH3:1][C:2]1[CH:8]=[C:7]([N+:9]([O-:11])=[O:10])[CH:6]=[CH:5][C:3]=1[N:4]=[C:12]=[O:13]. The catalyst class is: 13.